Dataset: Forward reaction prediction with 1.9M reactions from USPTO patents (1976-2016). Task: Predict the product of the given reaction. (1) Given the reactants [C:1]([C:4]1[C:5]([O:22][CH3:23])=[C:6]([C:12]2[CH:17]=[CH:16][C:15]([C:18]([OH:20])=O)=[C:14]([F:21])[CH:13]=2)[C:7]([CH3:11])=[C:8]([Cl:10])[CH:9]=1)(=[O:3])[CH3:2].Cl.[NH:25]1[CH2:28][CH:27]([C:29]#[N:30])[CH2:26]1.F[P-](F)(F)(F)(F)F.N1(O[P+](N(C)C)(N(C)C)N(C)C)C2C=CC=CC=2N=N1.C(N(CC)C(C)C)(C)C, predict the reaction product. The product is: [C:1]([C:4]1[C:5]([O:22][CH3:23])=[C:6]([C:12]2[CH:17]=[CH:16][C:15]([C:18]([N:25]3[CH2:28][CH:27]([C:29]#[N:30])[CH2:26]3)=[O:20])=[C:14]([F:21])[CH:13]=2)[C:7]([CH3:11])=[C:8]([Cl:10])[CH:9]=1)(=[O:3])[CH3:2]. (2) Given the reactants [Br:1][C:2]1[CH:3]=[C:4]([N:11]2[CH:15]=[C:14]([C:16]([O:18]C)=[O:17])[N:13]=[CH:12]2)[CH:5]=[C:6]([Br:10])[C:7]=1[O:8]C.B(Br)(Br)Br.CO, predict the reaction product. The product is: [Br:1][C:2]1[CH:3]=[C:4]([N:11]2[CH:15]=[C:14]([C:16]([OH:18])=[O:17])[N:13]=[CH:12]2)[CH:5]=[C:6]([Br:10])[C:7]=1[OH:8].